This data is from Cav3 T-type calcium channel HTS with 100,875 compounds. The task is: Binary Classification. Given a drug SMILES string, predict its activity (active/inactive) in a high-throughput screening assay against a specified biological target. (1) The molecule is S(=O)(=O)(N1CC2CC(C1)c1n(C2)c(=O)ccc1)c1ccccc1. The result is 0 (inactive). (2) The molecule is FC(F)(F)c1nc2c(nc1Oc1ccc(OC)cc1)cccc2. The result is 0 (inactive). (3) The compound is O1N=C(CC21CC(N(C2)C(=O)c1ccccc1)C(=O)NC1(CC1)C(=O)N)c1cc(NC(=O)C2NC(=O)CC2)ccc1. The result is 0 (inactive). (4) The compound is S(CC(=O)NCCN1CCOCC1)c1nc(c2ccc(F)cc2)cc(n1)C(F)(F)F. The result is 0 (inactive). (5) The drug is Clc1c(NC(=O)c2cc(OC)ccc2)cc(cc1)C(F)(F)F. The result is 0 (inactive).